Predict which catalyst facilitates the given reaction. From a dataset of Catalyst prediction with 721,799 reactions and 888 catalyst types from USPTO. Reactant: [CH3:1][C:2]([S@:5]([NH2:7])=[O:6])([CH3:4])[CH3:3].[Br:8][C:9]1[CH:10]=[C:11]([C:15](=O)[CH3:16])[CH:12]=[CH:13][CH:14]=1. Product: [Br:8][C:9]1[CH:10]=[C:11]([C:15](=[N:7][S@@:5]([C:2]([CH3:4])([CH3:3])[CH3:1])=[O:6])[CH3:16])[CH:12]=[CH:13][CH:14]=1. The catalyst class is: 220.